Task: Predict the reactants needed to synthesize the given product.. Dataset: Full USPTO retrosynthesis dataset with 1.9M reactions from patents (1976-2016) (1) Given the product [CH3:7][CH:8]1[O:13][C:12]2[CH:14]=[CH:15][C:16](/[CH:18]=[CH:22]/[C:23]([O:24][CH2:25][CH3:21])=[O:5])=[CH:17][C:11]=2[NH:10][C:9]1=[O:20], predict the reactants needed to synthesize it. The reactants are: CC([O-:5])(C)C.[K+].[CH3:7][CH:8]1[O:13][C:12]2[CH:14]=[CH:15][C:16]([CH:18]=O)=[CH:17][C:11]=2[NH:10][C:9]1=[O:20].[CH2:21]1[CH2:25][O:24][CH2:23][CH2:22]1. (2) Given the product [CH2:16]([S:18][C:19]1[N:20]([C:2]2[N:14]([CH3:15])[C:5]3=[N:6][CH:7]=[C:8]([C:10]([F:13])([F:12])[F:11])[CH:9]=[C:4]3[N:3]=2)[CH:21]=[CH:22][CH:23]=1)[CH3:17], predict the reactants needed to synthesize it. The reactants are: Cl[C:2]1[N:14]([CH3:15])[C:5]2=[N:6][CH:7]=[C:8]([C:10]([F:13])([F:12])[F:11])[CH:9]=[C:4]2[N:3]=1.[CH2:16]([S:18][C:19]1[NH:20][CH:21]=[CH:22][CH:23]=1)[CH3:17].[H-].[Na+].O. (3) Given the product [CH3:18][O:17][C:15]1[C:14]([N+:19]([O-:21])=[O:20])=[CH:13][N:12]=[C:11]([O:7][C:1]2[CH:6]=[CH:5][CH:4]=[CH:3][CH:2]=2)[CH:16]=1, predict the reactants needed to synthesize it. The reactants are: [C:1]1([OH:7])[CH:6]=[CH:5][CH:4]=[CH:3][CH:2]=1.[H-].[Na+].Cl[C:11]1[CH:16]=[C:15]([O:17][CH3:18])[C:14]([N+:19]([O-:21])=[O:20])=[CH:13][N:12]=1.[Cl-].[NH4+]. (4) Given the product [Br:1][C:2]1[C:10]2[S:9][C:8]([C:11]#[N:15])=[CH:7][C:6]=2[CH:5]=[CH:4][CH:3]=1, predict the reactants needed to synthesize it. The reactants are: [Br:1][C:2]1[C:10]2[S:9][C:8]([CH:11]=O)=[CH:7][C:6]=2[CH:5]=[CH:4][CH:3]=1.II.[NH3:15]. (5) Given the product [C:1]1([S:7][CH2:8][CH2:9][CH2:10][CH:11]=[O:12])[CH:6]=[CH:5][CH:4]=[CH:3][CH:2]=1, predict the reactants needed to synthesize it. The reactants are: [C:1]1([S:7][CH2:8][CH2:9][CH2:10][CH2:11][OH:12])[CH:6]=[CH:5][CH:4]=[CH:3][CH:2]=1.I(C1C=CC=CC=1C(O)=O)(=O)=O. (6) Given the product [CH3:1][O:2][C@@H:3]([CH3:33])[C:4]([N:6]1[CH2:7][CH2:8][CH:9]([C:12]2[C:17]([O:18][C:19]3[CH:24]=[CH:23][C:22]([NH:25][C:26]4[CH:31]=[CH:30][C:29]([CH3:32])=[CH:28][N:27]=4)=[CH:21][CH:20]=3)=[N:16][CH:15]=[CH:14][N:13]=2)[CH2:10][CH2:11]1)=[O:5], predict the reactants needed to synthesize it. The reactants are: [CH3:1][O:2][CH2:3][C:4]([N:6]1[CH2:11][CH2:10][CH:9]([C:12]2[C:17]([O:18][C:19]3[CH:24]=[CH:23][C:22]([NH:25][C:26]4[CH:31]=[CH:30][C:29]([CH3:32])=[CH:28][N:27]=4)=[CH:21][CH:20]=3)=[N:16][CH:15]=[CH:14][N:13]=2)[CH2:8][CH2:7]1)=[O:5].[CH:33]1C=CC2N(O)N=NC=2C=1.CO[C@@H](C)C(O)=O.C(N(C(C)C)CC)(C)C.C(Cl)CCl.